From a dataset of NCI-60 drug combinations with 297,098 pairs across 59 cell lines. Regression. Given two drug SMILES strings and cell line genomic features, predict the synergy score measuring deviation from expected non-interaction effect. Drug 2: C1=C(C(=O)NC(=O)N1)F. Drug 1: CC1=C2C(C(=O)C3(C(CC4C(C3C(C(C2(C)C)(CC1OC(=O)C(C(C5=CC=CC=C5)NC(=O)OC(C)(C)C)O)O)OC(=O)C6=CC=CC=C6)(CO4)OC(=O)C)OC)C)OC. Cell line: SF-268. Synergy scores: CSS=41.8, Synergy_ZIP=-6.91, Synergy_Bliss=-4.66, Synergy_Loewe=-8.28, Synergy_HSA=0.790.